This data is from Full USPTO retrosynthesis dataset with 1.9M reactions from patents (1976-2016). The task is: Predict the reactants needed to synthesize the given product. (1) Given the product [F:22][CH2:21][CH2:20][C:8]([CH2:7][C:6]1[CH:5]=[CH:4][C:3]([C:2]([F:15])([F:16])[F:1])=[CH:14][CH:13]=1)([C:11]#[N:12])[C:9]#[N:10], predict the reactants needed to synthesize it. The reactants are: [F:1][C:2]([F:16])([F:15])[C:3]1[CH:14]=[CH:13][C:6]([CH2:7][CH:8]([C:11]#[N:12])[C:9]#[N:10])=[CH:5][CH:4]=1.[H-].[Na+].Br[CH2:20][CH2:21][F:22]. (2) Given the product [NH2:6][CH2:4][C:3]1[C:7]([S:11]([CH2:14][CH3:15])(=[O:12])=[O:13])=[CH:8][CH:9]=[CH:10][C:2]=1[NH2:1], predict the reactants needed to synthesize it. The reactants are: [NH2:1][C:2]1[CH:10]=[CH:9][CH:8]=[C:7]([S:11]([CH2:14][CH3:15])(=[O:13])=[O:12])[C:3]=1[C:4]([NH2:6])=O.O. (3) Given the product [CH2:1]([O:8][C:9]1[CH:14]=[N:13][CH:12]=[C:11]([C@H:15]2[CH2:17][C@@H:16]2[CH2:18][O:19][CH2:24][C:25]2[CH:30]=[CH:29][CH:28]=[CH:27][N:26]=2)[CH:10]=1)[C:2]1[CH:3]=[CH:4][CH:5]=[CH:6][CH:7]=1, predict the reactants needed to synthesize it. The reactants are: [CH2:1]([O:8][C:9]1[CH:10]=[C:11]([C@H:15]2[CH2:17][C@@H:16]2[CH2:18][OH:19])[CH:12]=[N:13][CH:14]=1)[C:2]1[CH:7]=[CH:6][CH:5]=[CH:4][CH:3]=1.[H-].[Na+].Br.Br[CH2:24][C:25]1[CH:30]=[CH:29][CH:28]=[CH:27][N:26]=1.[NH4+].[Cl-].